This data is from Reaction yield outcomes from USPTO patents with 853,638 reactions. The task is: Predict the reaction yield, written as a fraction of the theoretical maximum amount of product (1.0 means a 100% yield; for example, 0.34 means a 34% yield). (1) The reactants are [Cl:1][C:2]1[CH:3]=[CH:4][C:5]([CH:8]([OH:15])C2C=CC=CC=2)=[N:6][CH:7]=1.Cl[C:17]1[CH:22]=[CH:21][N+:20]([O-:23])=[CH:19][CH:18]=1. No catalyst specified. The product is [Cl:1][C:2]1[CH:3]=[CH:4][C:5]([CH2:8][O:15][C:17]2[CH:22]=[CH:21][N+:20]([O-:23])=[CH:19][CH:18]=2)=[N:6][CH:7]=1. The yield is 0.400. (2) The reactants are [CH3:1][O:2][C:3](=[O:6])[CH2:4][NH2:5].[CH3:7][O:8][CH2:9][CH2:10][O:11][C:12]1[CH:13]=[C:14]([CH:17]=[CH:18][CH:19]=1)[CH:15]=O. No catalyst specified. The product is [CH3:7][O:8][CH2:9][CH2:10][O:11][C:12]1[CH:13]=[C:14]([CH:17]=[CH:18][CH:19]=1)[CH2:15][NH:5][CH2:4][C:3]([O:2][CH3:1])=[O:6]. The yield is 0.550. (3) The catalyst is C1COCC1. The product is [Cl:1][C:2]1[NH:3][C:4]2[N:5]([N:12]=[CH:13][C:14]=2[C:15]#[N:16])[C:6](=[O:17])[C:7]=1[CH:8]([CH3:10])[CH3:9]. The yield is 0.730. The reactants are [Cl:1][C:2]1[C:7]([CH:8]([CH3:10])[CH3:9])=[C:6](Cl)[N:5]2[N:12]=[CH:13][C:14]([C:15]#[N:16])=[C:4]2[N:3]=1.[OH-:17].[Na+].